This data is from Catalyst prediction with 721,799 reactions and 888 catalyst types from USPTO. The task is: Predict which catalyst facilitates the given reaction. (1) Reactant: [F:1][C:2]1[CH:7]=[CH:6][C:5]([C@@H:8]2[CH2:13][CH2:12][CH2:11][CH2:10][C@H:9]2[C:14](O)=[O:15])=[CH:4][CH:3]=1.C(=O)([O-])[O-].[Cs+].[Cs+].S(OC)(OC)(=O)=O.[BH4-].[Li+].CO.[Cl-].[NH4+]. Product: [F:1][C:2]1[CH:3]=[CH:4][C:5]([C@@H:8]2[CH2:13][CH2:12][CH2:11][CH2:10][C@H:9]2[CH2:14][OH:15])=[CH:6][CH:7]=1. The catalyst class is: 372. (2) Reactant: [CH2:1]([N:3]1[C:7]2[CH:8]=[CH:9][CH:10]=[CH:11][C:6]=2[N:5]=[C:4]1[C@H:12]([NH2:14])[CH3:13])[CH3:2].CCN(CC)CC.[Cl:22][C:23]1[CH:28]=[CH:27][C:26]([S:29](Cl)(=[O:31])=[O:30])=[CH:25][CH:24]=1. Product: [Cl:22][C:23]1[CH:28]=[CH:27][C:26]([S:29]([NH:14][C@@H:12]([C:4]2[N:3]([CH2:1][CH3:2])[C:7]3[CH:8]=[CH:9][CH:10]=[CH:11][C:6]=3[N:5]=2)[CH3:13])(=[O:31])=[O:30])=[CH:25][CH:24]=1. The catalyst class is: 2. (3) Reactant: [CH3:1][C@@H:2]1[NH:7][CH:6]([CH3:8])[CH2:5][NH:4][C:3]1=[O:9].C(N(CC)CC)C.[CH2:17]([O:24][C:25](ON1C(=O)CCC1=O)=[O:26])[C:18]1[CH:23]=[CH:22][CH:21]=[CH:20][CH:19]=1. Product: [CH2:17]([O:24][C:25]([N:7]1[CH:6]([CH3:8])[CH2:5][NH:4][C:3](=[O:9])[C@@H:2]1[CH3:1])=[O:26])[C:18]1[CH:23]=[CH:22][CH:21]=[CH:20][CH:19]=1. The catalyst class is: 2.